This data is from Peptide-MHC class I binding affinity with 185,985 pairs from IEDB/IMGT. The task is: Regression. Given a peptide amino acid sequence and an MHC pseudo amino acid sequence, predict their binding affinity value. This is MHC class I binding data. (1) The peptide sequence is FDWILGWTI. The MHC is HLA-B40:02 with pseudo-sequence HLA-B40:02. The binding affinity (normalized) is 0.808. (2) The peptide sequence is MMFDAMGAL. The MHC is HLA-A30:01 with pseudo-sequence HLA-A30:01. The binding affinity (normalized) is 0.385. (3) The peptide sequence is YQERFVLAL. The MHC is HLA-B27:05 with pseudo-sequence HLA-B27:05. The binding affinity (normalized) is 0.367. (4) The peptide sequence is YHDPANWPL. The MHC is HLA-B40:01 with pseudo-sequence HLA-B40:01. The binding affinity (normalized) is 0.0847. (5) The peptide sequence is FSGLLIVKT. The MHC is HLA-A02:01 with pseudo-sequence HLA-A02:01. The binding affinity (normalized) is 0.